Dataset: Catalyst prediction with 721,799 reactions and 888 catalyst types from USPTO. Task: Predict which catalyst facilitates the given reaction. Reactant: C([N:4]1[C:16]2[CH:15]=[C:14]([C:17]([C:19]3[CH:20]=[CH:21][C:22]([Cl:29])=[C:23]([S:25]([NH2:28])(=[O:27])=[O:26])[CH:24]=3)=[O:18])[CH:13]=[CH:12][C:11]=2[C:10]2[C:5]1=[CH:6][CH:7]=[CH:8][CH:9]=2)(=O)C. Product: [CH:15]1[C:16]2[NH:4][C:5]3[C:10](=[CH:9][CH:8]=[CH:7][CH:6]=3)[C:11]=2[CH:12]=[CH:13][C:14]=1[C:17]([C:19]1[CH:20]=[CH:21][C:22]([Cl:29])=[C:23]([S:25]([NH2:28])(=[O:26])=[O:27])[CH:24]=1)=[O:18]. The catalyst class is: 500.